From a dataset of Catalyst prediction with 721,799 reactions and 888 catalyst types from USPTO. Predict which catalyst facilitates the given reaction. (1) Reactant: C(OC(=O)[NH:7][CH:8]([CH2:13][NH:14][CH:15]([C:31](=[O:37])[NH:32][C:33]([CH3:36])([CH3:35])[CH3:34])[CH2:16][C:17]1[CH:22]=[CH:21][C:20]([O:23][CH2:24][C:25]2[CH:30]=[CH:29][CH:28]=[CH:27][CH:26]=2)=[CH:19][CH:18]=1)[CH2:9][CH:10]([CH3:12])[CH3:11])(C)(C)C.FC(F)(F)C(O)=O.[ClH:46]. Product: [ClH:46].[ClH:46].[NH2:7][CH:8]([CH2:9][CH:10]([CH3:12])[CH3:11])[CH2:13][NH:14][CH:15]([CH2:16][C:17]1[CH:18]=[CH:19][C:20]([O:23][CH2:24][C:25]2[CH:30]=[CH:29][CH:28]=[CH:27][CH:26]=2)=[CH:21][CH:22]=1)[C:31]([NH:32][C:33]([CH3:34])([CH3:35])[CH3:36])=[O:37]. The catalyst class is: 343. (2) Reactant: C[O:2][C:3]1[CH:26]=[CH:25][C:6]2[C:7]([CH2:18][CH2:19][CH2:20][CH2:21][CH2:22][CH2:23][OH:24])=[C:8]([C:12]3[CH:13]=[N:14][CH:15]=[CH:16][CH:17]=3)[CH2:9][CH2:10][CH2:11][C:5]=2[CH:4]=1.C[S-].[Na+]. Product: [OH:24][CH2:23][CH2:22][CH2:21][CH2:20][CH2:19][CH2:18][C:7]1[C:6]2[CH:25]=[CH:26][C:3]([OH:2])=[CH:4][C:5]=2[CH2:11][CH2:10][CH2:9][C:8]=1[C:12]1[CH:13]=[N:14][CH:15]=[CH:16][CH:17]=1. The catalyst class is: 740. (3) Reactant: [C:1]([C:3]1[C:8]([NH2:9])=[CH:7][CH:6]=[C:5]([Cl:10])[N:4]=1)#[N:2].Cl.[N:12]([O-])=O.[Na+].[NH2:16][C:17]1[CH:22]=[CH:21][CH:20]=[CH:19][CH:18]=1. Product: [C:17]1([N:16]=[N:12][NH:9][C:8]2[C:3]([C:1]#[N:2])=[N:4][C:5]([Cl:10])=[CH:6][CH:7]=2)[CH:22]=[CH:21][CH:20]=[CH:19][CH:18]=1. The catalyst class is: 97. (4) Reactant: [N+:1]([C:4]1[CH:13]=[CH:12][CH:11]=[C:10]2[C:5]=1[CH:6]=[CH:7][N:8]=[CH:9]2)([O-])=O. Product: [CH:9]1[C:10]2[CH:11]=[CH:12][CH:13]=[C:4]([NH2:1])[C:5]=2[CH:6]=[CH:7][N:8]=1. The catalyst class is: 94. (5) Reactant: C(OC[N:9]1[C:18](=[O:19])[C:17]2[C:12](=[CH:13][CH:14]=[CH:15][C:16]=2[OH:20])[N:11]=[CH:10]1)(=O)C(C)(C)C.C1(P(C2C=CC=CC=2)C2C=CC=CC=2)C=CC=CC=1.[CH3:40][N:41]([CH3:47])[C:42](=[O:46])[C@@H:43]([CH3:45])O. Product: [CH3:40][N:41]([CH3:47])[C:42](=[O:46])[C@@H:43]([O:20][C:16]1[CH:15]=[CH:14][CH:13]=[C:12]2[C:17]=1[C:18](=[O:19])[NH:9][CH:10]=[N:11]2)[CH3:45]. The catalyst class is: 2. (6) Reactant: [CH2:1]([O:3][C:4]([C:6]1[C:7]([CH3:26])=[N:8][C:9]([NH:13][CH2:14][CH2:15][CH2:16][C:17]2[CH:22]=[CH:21][CH:20]=[C:19]([O:23]C)[C:18]=2[F:25])=[N:10][C:11]=1[CH3:12])=[O:5])[CH3:2].B(Br)(Br)Br.C(Cl)Cl. Product: [CH2:1]([O:3][C:4]([C:6]1[C:11]([CH3:12])=[N:10][C:9]([NH:13][CH2:14][CH2:15][CH2:16][C:17]2[CH:22]=[CH:21][CH:20]=[C:19]([OH:23])[C:18]=2[F:25])=[N:8][C:7]=1[CH3:26])=[O:5])[CH3:2]. The catalyst class is: 2. (7) Reactant: [F:1][C:2]1[C:10]([O:11][CH2:12][C:13]2[S:14][C:15]3[CH:21]=[CH:20][C:19]([C:22]4[CH:27]=[CH:26][CH:25]=[C:24]([O:28]C)[CH:23]=4)=[CH:18][C:16]=3[N:17]=2)=[CH:9][CH:8]=[C:7]([F:30])[C:3]=1[C:4]([NH2:6])=[O:5].B(Br)(Br)Br.O. The catalyst class is: 2. Product: [F:1][C:2]1[C:10]([O:11][CH2:12][C:13]2[S:14][C:15]3[CH:21]=[CH:20][C:19]([C:22]4[CH:27]=[CH:26][CH:25]=[C:24]([OH:28])[CH:23]=4)=[CH:18][C:16]=3[N:17]=2)=[CH:9][CH:8]=[C:7]([F:30])[C:3]=1[C:4]([NH2:6])=[O:5].